This data is from Catalyst prediction with 721,799 reactions and 888 catalyst types from USPTO. The task is: Predict which catalyst facilitates the given reaction. (1) Reactant: [F:1][C:2]1[CH:12]=[CH:11][C:5]([C:6]([O:8][CH2:9]Cl)=[O:7])=[CH:4][CH:3]=1.[Na+].[I-:14]. Product: [F:1][C:2]1[CH:12]=[CH:11][C:5]([C:6]([O:8][CH2:9][I:14])=[O:7])=[CH:4][CH:3]=1. The catalyst class is: 21. (2) Reactant: [CH:1]([N:4]1[CH2:9][CH2:8][CH:7]([CH2:10][O:11][C:12]2[CH:13]=[C:14]([CH:18]3[CH2:22][CH2:21][CH2:20][N:19]3[CH2:23][C:24]([C:26]3[CH:31]=[CH:30][C:29]([O:32][CH3:33])=[CH:28][CH:27]=3)=O)[CH:15]=[CH:16][CH:17]=2)[CH2:6][CH2:5]1)([CH3:3])[CH3:2].N. Product: [CH:1]([N:4]1[CH2:9][CH2:8][CH:7]([CH2:10][O:11][C:12]2[CH:13]=[C:14]3[C:15]([C@H:24]([C:26]4[CH:27]=[CH:28][C:29]([O:32][CH3:33])=[CH:30][CH:31]=4)[CH2:23][N:19]4[CH2:20][CH2:21][CH2:22][C@H:18]43)=[CH:16][CH:17]=2)[CH2:6][CH2:5]1)([CH3:3])[CH3:2]. The catalyst class is: 100.